Dataset: Full USPTO retrosynthesis dataset with 1.9M reactions from patents (1976-2016). Task: Predict the reactants needed to synthesize the given product. Given the product [OH:21][NH:20][C:3](=[O:2])[CH:4]=[CH:5][CH:6]=[CH:7][CH2:8][S:9][C:10]1[CH:15]=[CH:14][C:13]([N:16]([CH3:18])[CH3:17])=[CH:12][CH:11]=1, predict the reactants needed to synthesize it. The reactants are: C[O:2][C:3](=O)[CH:4]=[CH:5][CH:6]=[CH:7][CH2:8][S:9][C:10]1[CH:15]=[CH:14][C:13]([N:16]([CH3:18])[CH3:17])=[CH:12][CH:11]=1.[NH2:20][OH:21].[OH-].[K+].CO.